From a dataset of Forward reaction prediction with 1.9M reactions from USPTO patents (1976-2016). Predict the product of the given reaction. (1) The product is: [CH2:8]([O:7][C:5](=[O:6])[CH2:4][CH:3]([CH2:15][N+:12]([O-:14])=[O:13])[C:2]([F:10])([F:11])[F:1])[CH3:9]. Given the reactants [F:1][C:2]([F:11])([F:10])/[CH:3]=[CH:4]/[C:5]([O:7][CH2:8][CH3:9])=[O:6].[N+:12]([CH3:15])([O-:14])=[O:13].CN(C)C(=N)N(C)C.S(=O)(=O)(O)O, predict the reaction product. (2) Given the reactants [CH3:1][S:2]([C:5]1[CH:10]=[CH:9][C:8]([NH:11][C:12]2[C:17]([N+:18]([O-:20])=[O:19])=[C:16]([O:21][CH:22]3[CH2:27][CH2:26][NH:25][CH2:24][CH2:23]3)[N:15]=[CH:14][N:13]=2)=[CH:7][CH:6]=1)(=[O:4])=[O:3].C(N(CC)CC)C.[CH2:35]([S:39](Cl)(=[O:41])=[O:40])[CH2:36][CH2:37][CH3:38], predict the reaction product. The product is: [CH2:35]([S:39]([N:25]1[CH2:26][CH2:27][CH:22]([O:21][C:16]2[N:15]=[CH:14][N:13]=[C:12]([NH:11][C:8]3[CH:9]=[CH:10][C:5]([S:2]([CH3:1])(=[O:4])=[O:3])=[CH:6][CH:7]=3)[C:17]=2[N+:18]([O-:20])=[O:19])[CH2:23][CH2:24]1)(=[O:41])=[O:40])[CH2:36][CH2:37][CH3:38]. (3) Given the reactants [CH2:1]([O:5][C:6]([C:8]1[N:9]=[C:10](O)[C:11]2[C:16]([C:17]=1[OH:18])=[CH:15][CH:14]=[C:13]([O:19][C:20]1[CH:21]=[CH:22][C:23]3[O:27][C:26]([N:28]([CH3:30])[CH3:29])=[N:25][C:24]=3[CH:31]=1)[CH:12]=2)=[O:7])[CH2:2][CH2:3][CH3:4].P(Cl)(Cl)([Cl:35])=O.ClC(Cl)C.C(=O)(O)[O-].[Na+], predict the reaction product. The product is: [CH2:1]([O:5][C:6]([C:8]1[N:9]=[C:10]([Cl:35])[C:11]2[C:16]([C:17]=1[OH:18])=[CH:15][CH:14]=[C:13]([O:19][C:20]1[CH:21]=[CH:22][C:23]3[O:27][C:26]([N:28]([CH3:30])[CH3:29])=[N:25][C:24]=3[CH:31]=1)[CH:12]=2)=[O:7])[CH2:2][CH2:3][CH3:4]. (4) Given the reactants C[O:2][C:3](=[O:37])[CH2:4][CH2:5][CH2:6][CH2:7][CH2:8][CH2:9][CH2:10][CH2:11][CH2:12][CH2:13][CH2:14][CH2:15][CH2:16][CH2:17][CH2:18][O:19][C:20]1[CH:25]=[CH:24][C:23]([C:26]2[CH:31]=[CH:30][C:29]([C:32]3[NH:36][N:35]=[N:34][N:33]=3)=[CH:28][CH:27]=2)=[CH:22][CH:21]=1.CO.[OH-].[Na+].Cl, predict the reaction product. The product is: [NH:36]1[C:32]([C:29]2[CH:28]=[CH:27][C:26]([C:23]3[CH:24]=[CH:25][C:20]([O:19][CH2:18][CH2:17][CH2:16][CH2:15][CH2:14][CH2:13][CH2:12][CH2:11][CH2:10][CH2:9][CH2:8][CH2:7][CH2:6][CH2:5][CH2:4][C:3]([OH:37])=[O:2])=[CH:21][CH:22]=3)=[CH:31][CH:30]=2)=[N:33][N:34]=[N:35]1. (5) Given the reactants [CH3:1][C:2]1[N:3]=[C:4]([CH3:25])[N:5]2[C:10]=1[C:9]([N:11]1[CH:15]=NC=N1)=[N:8][C:7]([C:16]1[CH:21]=[CH:20][CH:19]=[C:18]([N+:22]([O-:24])=[O:23])[CH:17]=1)=[N:6]2.[CH3:26][O:27][C:28]1[CH:29]=C([CH:32]=[C:33]([O:37][CH3:38])[C:34]=1[O:35][CH3:36])N.C(=O)([O-])[O-].[K+].[K+], predict the reaction product. The product is: [CH3:1][C:2]1[N:3]=[C:4]([CH3:25])[N:5]2[C:10]=1[C:9]([NH:11][C:15]1[CH:29]=[C:28]([O:27][CH3:26])[C:34]([O:35][CH3:36])=[C:33]([O:37][CH3:38])[CH:32]=1)=[N:8][C:7]([C:16]1[CH:21]=[CH:20][CH:19]=[C:18]([N+:22]([O-:24])=[O:23])[CH:17]=1)=[N:6]2.